From a dataset of Experimentally validated miRNA-target interactions with 360,000+ pairs, plus equal number of negative samples. Binary Classification. Given a miRNA mature sequence and a target amino acid sequence, predict their likelihood of interaction. (1) The miRNA is mmu-miR-501-3p with sequence AAUGCACCCGGGCAAGGAUUUG. The protein sequence of the target gene is MSVSESAVFAYESSVHSTNVLLSLNDQRKKDVLCDVTVLVEGQRFRAHRSVLAACSSYFHSRIVGQTDAELTVTLPEEVTVKGFEPLIQFAYTAKLILSKDNVDEVCRCVEFLSVHNIEESCFQFLKFKFLDSTSEQQECARKKCFSSHCQKADFKFSFSEQKDLEIDEADEFLEKKRVQTPQCDSRRCQGSVKASPPLQDSVSQACQSLCTDKDGALALPSLCPKYRKFQKAFGTDKIRTLESGVRDVHTASVQPNETSELECFGGAQGCADLHVILKCEGMKAAMESEDTEGQDPSPQ.... Result: 0 (no interaction). (2) The miRNA is hsa-miR-1185-1-3p with sequence AUAUACAGGGGGAGACUCUUAU. The protein sequence of the target gene is MAKEGVEKAEETEQMIEKEAGKEPAEGGGGDGSHRLGDAQEMRAVVLAGFGGLNKLRLFRKAMPEPQDGELKIRVKACGLNFIDLMVRQGNIDNPPKTPLVPGFECSGIVEALGDSVKGYEIGDRVMAFVNYNAWAEVVCTPVEFVYKIPDDMSFSEAAAFPMNFVTAYVMLFEVANLREGMSVLVHSAGGGVGQAVAQLCSTVPNVTVFGTASTFKHEAIKDSVTHLFDRNADYVQEVKRISAEGVDIVLDCLCGDNTGKGLSLLKPLGTYILYGSSNMVTGETKSFFSFAKSWWQVEK.... Result: 1 (interaction). (3) The protein sequence of the target gene is MSLHPASPRLASLLLFILALHDTLALRLCSFNVRSFGASKKENHEAMDIIVKIIKRCDLILLMEIKDSSNNICPMLMEKLNGNSRRSTTYNYVISSRLGRNTYKEQYAFVYKEKLVSVKTKYHYHDYQDGDTDVFSREPFVVWFHSPFTAVKDFVIVPLHTTPETSVKEIDELVDVYTDVRSQWKTENFIFMGDFNAGCSYVPKKAWQNIRLRTDPKFVWLIGDQEDTTVKKSTSCAYDRIVLCGQEIVNSVVPRSSGVFDFQKAYDLSEEEALDVSDHFPVEFKLQSSRAFTNNRKSVS.... Result: 0 (no interaction). The miRNA is hsa-miR-556-5p with sequence GAUGAGCUCAUUGUAAUAUGAG. (4) The miRNA is hsa-miR-95-3p with sequence UUCAACGGGUAUUUAUUGAGCA. The protein sequence of the target gene is MELRALLCWASLATALEETLLNTKLETADLKWVTYPQAEGQWEELSGLDEEQHSVRTYEVCDMKRPGGQAHWLRTGWVPRRGAVHVYATIRFTMMECLSLPRASRSCKETFTVFYYESEADTATAHTPAWMENPYIKVDTVAAEHLTRKRPGAEATGKVNIKTLRLGPLSKAGFYLAFQDQGACMALLSLHLFYKKCSWLITNLTYFPETVPRELVVPVAGSCVANAVPTANPSPSLYCREDGQWAEQQVTGCSCAPGYEAAESNKVCRACGQGTFKPQIGDESCLPCPANSHSNNIGSP.... Result: 0 (no interaction). (5) Result: 0 (no interaction). The miRNA is rno-miR-103-3p with sequence AGCAGCAUUGUACAGGGCUAUGA. The protein sequence of the target gene is MPLYSVTVKWGKEKFEGVELNTDEPPMVFKAQLFALTGVQPARQKVMVKGGTLKDDDWGNIKMKNGMTVLMMGSADALPEEPSAKTVFVEDMTEEQLATAMELPCGLTNLGNTCYMNATVQCIRSVPELKDALKRYAGALRASGEMASAQYITAALRDLFDSMDKTSSSIPPIILLQFLHMAFPQFAEKGEQGQYLQQDANECWIQMMRVLQQKLEAIEDDSGRETDSSSAPAVTPSKKKSLIDQYFGVEFETTMKCTESEEEEVTKGKENQLQLSCFINQEVKYLFTGLKLRLQEEITK....